Dataset: Cav3 T-type calcium channel HTS with 100,875 compounds. Task: Binary Classification. Given a drug SMILES string, predict its activity (active/inactive) in a high-throughput screening assay against a specified biological target. The molecule is S1(=O)(=O)N(C(c2c1ccc(c2)C(F)(F)F)CC(OC)=O)Cc1ccccc1. The result is 0 (inactive).